From a dataset of Full USPTO retrosynthesis dataset with 1.9M reactions from patents (1976-2016). Predict the reactants needed to synthesize the given product. (1) Given the product [C:12]12([C:6]3[CH:5]=[C:4]([CH:9]=[CH:8][C:7]=3[O:10][CH3:11])[C:3]([OH:22])=[O:2])[CH2:13][CH:14]3[CH2:20][CH:18]([CH2:17][CH:16]([CH2:15]3)[CH2:21]1)[CH2:19]2, predict the reactants needed to synthesize it. The reactants are: C[O:2][C:3](=[O:22])[C:4]1[CH:9]=[CH:8][C:7]([O:10][CH3:11])=[C:6]([C:12]23[CH2:21][CH:16]4[CH2:17][CH:18]([CH2:20][CH:14]([CH2:15]4)[CH2:13]2)[CH2:19]3)[CH:5]=1.[OH-].[Na+].CCO.Cl. (2) Given the product [NH2:20][C:17]1[CH:18]=[CH:19][C:10]([O:9][CH:8]([C:3]2[CH:4]=[CH:5][CH:6]=[CH:7][C:2]=2[Cl:1])[C:23]2[CH:28]=[CH:27][C:26]([C:29]([F:30])([F:31])[F:32])=[CH:25][CH:24]=2)=[C:11]([CH:16]=1)[C:12]([O:14][CH3:15])=[O:13], predict the reactants needed to synthesize it. The reactants are: [Cl:1][C:2]1[CH:7]=[CH:6][CH:5]=[CH:4][C:3]=1[CH:8]([C:23]1[CH:28]=[CH:27][C:26]([C:29]([F:32])([F:31])[F:30])=[CH:25][CH:24]=1)[O:9][C:10]1[CH:19]=[CH:18][C:17]([N+:20]([O-])=O)=[CH:16][C:11]=1[C:12]([O:14][CH3:15])=[O:13].[Cl-].[Ca+2].[Cl-].C(O)C. (3) Given the product [Cl:1][C:2]1[C:10]([C:11]#[N:12])=[CH:9][CH:8]=[C:7]2[C:3]=1[CH:4]=[CH:5][N:6]2[CH:14]([C:15](=[O:17])[CH3:16])[CH3:18], predict the reactants needed to synthesize it. The reactants are: [Cl:1][C:2]1[C:10]([C:11]#[N:12])=[CH:9][CH:8]=[C:7]2[C:3]=1[CH:4]=[CH:5][NH:6]2.Br[CH:14]([CH3:18])[C:15](=[O:17])[CH3:16].